Dataset: Peptide-MHC class I binding affinity with 185,985 pairs from IEDB/IMGT. Task: Regression. Given a peptide amino acid sequence and an MHC pseudo amino acid sequence, predict their binding affinity value. This is MHC class I binding data. The peptide sequence is RFPITNNII. The MHC is HLA-A23:01 with pseudo-sequence HLA-A23:01. The binding affinity (normalized) is 0.412.